From a dataset of Forward reaction prediction with 1.9M reactions from USPTO patents (1976-2016). Predict the product of the given reaction. (1) Given the reactants Cl[C:2]1[C:11]2[C:6](=[CH:7][C:8]([F:12])=[CH:9][CH:10]=2)[N:5]=[CH:4][C:3]=1[C:13]#[N:14].[Cl:15][C:16]1[CH:17]=[C:18]([NH2:29])[CH:19]=[CH:20][C:21]=1[S:22][C:23]1[N:24]([CH3:28])[CH:25]=[CH:26][N:27]=1.Cl.N1C=CC=CC=1, predict the reaction product. The product is: [Cl:15][C:16]1[CH:17]=[C:18]([NH:29][C:2]2[C:11]3[C:6](=[CH:7][C:8]([F:12])=[CH:9][CH:10]=3)[N:5]=[CH:4][C:3]=2[C:13]#[N:14])[CH:19]=[CH:20][C:21]=1[S:22][C:23]1[N:24]([CH3:28])[CH:25]=[CH:26][N:27]=1. (2) Given the reactants [Cl:1][C:2]1[CH:8]=[CH:7][C:5]([NH2:6])=[C:4]([N:9]2[CH2:14][CH2:13][N:12]([CH2:15][CH2:16][C:17]([F:20])([F:19])[F:18])[CH2:11][CH2:10]2)[CH:3]=1.[NH2:21][C:22]1[CH:30]=[CH:29][C:25]([C:26](O)=[O:27])=[C:24]([F:31])[CH:23]=1.CN(C(ON1N=NC2C=CC=NC1=2)=[N+](C)C)C.F[P-](F)(F)(F)(F)F, predict the reaction product. The product is: [NH2:21][C:22]1[CH:30]=[CH:29][C:25]([C:26]([NH:6][C:5]2[CH:7]=[CH:8][C:2]([Cl:1])=[CH:3][C:4]=2[N:9]2[CH2:14][CH2:13][N:12]([CH2:15][CH2:16][C:17]([F:19])([F:18])[F:20])[CH2:11][CH2:10]2)=[O:27])=[C:24]([F:31])[CH:23]=1. (3) Given the reactants C([Si](C(C)C)(C(C)C)[SH:5])(C)C.[H-].[Na+].[CH3:14][O:15][C:16]1[CH:21]=[CH:20][C:19]([N:22]2[C:25](=[O:26])[C@@H:24](OS(C(F)(F)F)(=O)=O)[C@H:23]2[C:35]([O:37][CH2:38][CH3:39])=[O:36])=[CH:18][CH:17]=1, predict the reaction product. The product is: [SH:5][C@H:24]1[C:25](=[O:26])[N:22]([C:19]2[CH:20]=[CH:21][C:16]([O:15][CH3:14])=[CH:17][CH:18]=2)[C@@H:23]1[C:35]([O:37][CH2:38][CH3:39])=[O:36].